From a dataset of Reaction yield outcomes from USPTO patents with 853,638 reactions. Predict the reaction yield, written as a fraction of the theoretical maximum amount of product (1.0 means a 100% yield; for example, 0.34 means a 34% yield). (1) The reactants are [Br:1][C:2]1[CH:3]=[C:4]([CH:8]=[CH:9][C:10]=1[CH2:11][NH:12][C:13]([O:15][C:16]([CH3:19])([CH3:18])[CH3:17])=[O:14])[C:5]([OH:7])=O.[NH2:20][C:21]1[CH:26]=[CH:25][N:24]=[CH:23][CH:22]=1.CCN(CC)CC.CN(C(ON1N=NC2C=CC=NC1=2)=[N+](C)C)C.F[P-](F)(F)(F)(F)F. The catalyst is CC(N(C)C)=O.CN(C1C=CN=CC=1)C. The product is [C:16]([O:15][C:13](=[O:14])[NH:12][CH2:11][C:10]1[CH:9]=[CH:8][C:4]([C:5](=[O:7])[NH:20][C:21]2[CH:26]=[CH:25][N:24]=[CH:23][CH:22]=2)=[CH:3][C:2]=1[Br:1])([CH3:19])([CH3:18])[CH3:17]. The yield is 0.700. (2) The reactants are Cl[C:2]1[C:3](=[O:18])[N:4]([CH:15]([CH3:17])[CH3:16])[S:5](=[O:14])(=[O:13])[C:6]=1[C:7]1[CH:12]=[CH:11][CH:10]=[CH:9][CH:8]=1.[N:19]1([C:25]2[CH:30]=[CH:29][C:28]([NH2:31])=[CH:27][CH:26]=2)[CH2:24][CH2:23][CH2:22][CH2:21][CH2:20]1. The catalyst is CC#N. The product is [CH:15]([N:4]1[C:3](=[O:18])[C:2]([NH:31][C:28]2[CH:27]=[CH:26][C:25]([N:19]3[CH2:24][CH2:23][CH2:22][CH2:21][CH2:20]3)=[CH:30][CH:29]=2)=[C:6]([C:7]2[CH:12]=[CH:11][CH:10]=[CH:9][CH:8]=2)[S:5]1(=[O:14])=[O:13])([CH3:17])[CH3:16]. The yield is 0.760.